Dataset: Experimentally validated miRNA-target interactions with 360,000+ pairs, plus equal number of negative samples. Task: Binary Classification. Given a miRNA mature sequence and a target amino acid sequence, predict their likelihood of interaction. (1) Result: 1 (interaction). The protein sequence of the target gene is MEPDIIRMYSSSPPPLDNGAEDDDDDEFGEFGGFSEVSPSGVGFVDFDTPDYTRPKEEFVPSNHFMPIHEFSENVDSLTSFKSIKNGNDKDITAELSAPVKGQSDVLLSTTSKEIISSEMLATSIDGMERPGNLNKVVEQRQNVGTLESFSPGDFRTNMNVVHQNKQLESCNGEKPPCLEILTNGFAVLETVNPQGTDDLDNVADSKGRKPLSTHSTEYNLDSVPSPAEEFADFATFSKKERIQLEEIECAVLNDREALTIRENNKINRVNELNSVKEVALGRSLDNKGDTDGEDQVCVS.... The miRNA is hsa-miR-19a-3p with sequence UGUGCAAAUCUAUGCAAAACUGA. (2) The miRNA is mmu-miR-452-3p with sequence UCAGUCUCAUCUGCAAAGAGGU. The protein sequence of the target gene is MGDRRFIDFQFQDLNSSLRPRLGNATANNTCIVDDSFKYNLNGAVYSVVFILGLITNSASLFVFCFRMKMRSETAIFITNLALSDLLFVCTLPFKIFYNFNRHWPFGDTLCKISGTAFLTNIYGSMLFLTCISVDRFLAIVYPFRSRTIRTRRNSAIVCAGVWILVLSGGISASLFSTTNVNNATTTCFEGFSKRVWKTYLSKITIFIEVVGFIIPLILNVSCSSVVLRTLRKPATLSQIGTNKKKVLKMITVHMAVFVVCFVPYNSVLFLYALVRSQAITNCLLERFAKIMYPITLCLA.... Result: 0 (no interaction). (3) The miRNA is mmu-miR-411-3p with sequence UAUGUAACACGGUCCACUAACC. The protein sequence of the target gene is MGHRFLRGLLTLLLPPPPLYTRHRMLGPESVPPPKRSRSKLMAPPRIGTHNGTFHCDEALACALLRLLPEYRDAEIVRTRDPEKLASCDIVVDVGGEYDPRRHRYDHHQRSFTETMSSLSPGKPWQTKLSSAGLIYLHFGHKLLAQLLGTSEEDSMVGTLYDKMYENFVEEVDAVDNGISQWAEGEPRYALTTTLSARVARLNPTWNHPDQDTEAGFKRAMDLVQEEFLQRLDFYQHSWLPARALVEEALAQRFQVDPSGEIVELAKGACPWKEHLYHLESGLSPPVAIFFVIYTDQAGQ.... Result: 0 (no interaction). (4) The miRNA is hsa-miR-122-3p with sequence AACGCCAUUAUCACACUAAAUA. The protein sequence of the target gene is MEGPSLRGPALRLAGLPTQQDCNIQEKIDLEIRMREGIWKLLSLSTQKDQVLHAVKNLMVCNARLMAYTSELQKLEEQIANQTGRCDVKFESKERTACKGKIAISDIRIPLMWKDSDHFSNKERSRRYAIFCLFKMGANVFDTDVVNVDKTITDICFENVTIFNEAGPDFQIKVEVYSCCTEESSITNTPKKLAKKLKTSISKATGKKISSVLQEEDDEMCLLLSSAVFGVKYNLLAHTTLTLESAEDSFKTHNLSINGNEESSFWLPLYGNMCCRLVAQPACMAEDAFAGFLNQQQMVE.... Result: 0 (no interaction). (5) The miRNA is hsa-miR-548ae-5p with sequence AAAAGUAAUUGUGGUUUUUG. The protein sequence of the target gene is MGPVIGMTPDKRAETPGAEKIAGLSQIYKMGSLPEAVDAARPKATLVDSESADDELTNLNWLHESTNLLTNFSLGSEGLPIVSPLYDIEGDDVPSFGPACYQNPEKKSATSKPPYSFSLLIYMAIEHSPNKCLPVKEIYSWILDHFPYFATAPTGWKNSVRHNLSLNKCFQKVERSHGKVNGKGSLWCVDPEYKPNLIQALKKQPFSSASSQNGSLSPHYLSSVIKQNQVRNLKESDIDAAAAMMLLNTSIEQGILECEKPLPLKTALQKKRSYGNAFHHPSAVRLQESDSLATSIDPKE.... Result: 1 (interaction). (6) The miRNA is hsa-miR-5572 with sequence GUUGGGGUGCAGGGGUCUGCU. The protein sequence of the target gene is MALTSFLPAPTQLSQDQLEAEEKARSQRSRQTSLVSSRREPPPYGYRKGWIPRLLEDFGDGGAFPEIHVAQYPLDMGRKKKMSNALAIQVDSEGKIKYDAIARQGQSKDKVIYSKYTDLVPKEVMNADDPDLQRPDEEAIKEITEKTRVALEKSVSQKVAAAMPVRAADKLAPAQYIRYTPSQQGVAFNSGAKQRVIRMVEMQKDPMEPPRFKINKKIPRGPPSPPAPVMHSPSRKMTVKEQQEWKIPPCISNWKNAKGYTIPLDKRLAADGRGLQTVHINENFAKLAEALYIADRKARE.... Result: 1 (interaction).